This data is from Reaction yield outcomes from USPTO patents with 853,638 reactions. The task is: Predict the reaction yield, written as a fraction of the theoretical maximum amount of product (1.0 means a 100% yield; for example, 0.34 means a 34% yield). (1) The reactants are [H-].[Na+].[C:3]([O:11][CH2:12][CH3:13])(=[O:10])[CH2:4][C:5]([O:7][CH2:8][CH3:9])=[O:6].Br[C:15]1[CH:20]=[CH:19][N:18]=[C:17]2[CH:21]=[CH:22][S:23][C:16]=12. The catalyst is O1CCOCC1.[Cu]Br. The product is [CH2:12]([O:11][C:3](=[O:10])[CH:4]([C:15]1[CH:20]=[CH:19][N:18]=[C:17]2[CH:21]=[CH:22][S:23][C:16]=12)[C:5]([O:7][CH2:8][CH3:9])=[O:6])[CH3:13]. The yield is 0.570. (2) The reactants are [Br:1][C:2]1[CH:3]=[C:4]2[C:15](=[CH:16][CH:17]=1)[O:14][C:7]1[C:8]([F:13])=[N:9][C:10]([Cl:12])=[CH:11][C:6]=1[C:5]2=O.[CH3:19][C:20]([S@:23]([NH2:25])=[O:24])([CH3:22])[CH3:21]. The catalyst is C1COCC1.[O-]CC.[Ti+4].[O-]CC.[O-]CC.[O-]CC. The product is [Br:1][C:2]1[CH:3]=[C:4]2[C:15](=[CH:16][CH:17]=1)[O:14][C:7]1[C:8]([F:13])=[N:9][C:10]([Cl:12])=[CH:11][C:6]=1[C:5]2=[N:25][S:23]([C:20]([CH3:22])([CH3:21])[CH3:19])=[O:24]. The yield is 0.571. (3) The yield is 0.858. The catalyst is CN(C=O)C. The reactants are [NH:1]1[C:9]2[C:4](=[CH:5][C:6]([C:10]([OH:12])=[O:11])=[CH:7][CH:8]=2)[CH:3]=[CH:2]1.[C:13]([O-])([O-])=O.[K+].[K+].COS(OC)(=O)=O. The product is [NH:1]1[C:9]2[C:4](=[CH:5][C:6]([C:10]([O:12][CH3:13])=[O:11])=[CH:7][CH:8]=2)[CH:3]=[CH:2]1.